From a dataset of Full USPTO retrosynthesis dataset with 1.9M reactions from patents (1976-2016). Predict the reactants needed to synthesize the given product. Given the product [NH2:13][CH2:14][C:15]([O:17][C@@H:18]1[C@H:35]([O:36][C:37](=[O:39])[CH3:38])[C:34]2[C:33]3[N:32]([CH3:40])[C:31]4[N:30]=[C:29]5[CH:41]=[CH:42][CH:43]=[CH:44][C:28]5=[CH:27][C:26]=4[C:25](=[O:45])[C:24]=3[C:23]([O:46][CH3:47])=[CH:22][C:21]=2[O:20][C:19]1([CH3:49])[CH3:48])=[O:16], predict the reactants needed to synthesize it. The reactants are: I[Si](C)(C)C.C(OC([NH:13][CH2:14][C:15]([O:17][C@@H:18]1[C@H:35]([O:36][C:37](=[O:39])[CH3:38])[C:34]2[C:33]3[N:32]([CH3:40])[C:31]4[N:30]=[C:29]5[CH:41]=[CH:42][CH:43]=[CH:44][C:28]5=[CH:27][C:26]=4[C:25](=[O:45])[C:24]=3[C:23]([O:46][CH3:47])=[CH:22][C:21]=2[O:20][C:19]1([CH3:49])[CH3:48])=[O:16])=O)(C)(C)C.